From a dataset of Forward reaction prediction with 1.9M reactions from USPTO patents (1976-2016). Predict the product of the given reaction. (1) Given the reactants [Cl:1][C:2]1[CH:7]=[CH:6][C:5]([C:8]2[NH:9][C:10]3[N:11]([N:15]=[C:16]([O:26][CH3:27])[C:17]=3[C:18](/[N:20]=[C:21](/[N:23](C)C)\[CH3:22])=[O:19])[C:12](=[O:14])[CH:13]=2)=[CH:4][CH:3]=1.NO.Cl.[OH-].[Na+].CC(O)=O, predict the reaction product. The product is: [Cl:1][C:2]1[CH:7]=[CH:6][C:5]([C:8]2[NH:9][C:10]3[N:11]([N:15]=[C:16]([O:26][CH3:27])[C:17]=3[C:18]3[O:19][N:23]=[C:21]([CH3:22])[N:20]=3)[C:12](=[O:14])[CH:13]=2)=[CH:4][CH:3]=1. (2) The product is: [CH:9]1[C:14]([CH2:15][C@H:16]([NH2:20])[C:17]([OH:19])=[O:18])=[CH:13][C:12]([OH:21])=[C:11]([OH:22])[CH:10]=1.[CH3:23][C@@:24]([NH:37][NH2:38])([C:34]([OH:36])=[O:35])[CH2:25][C:26]1[CH:31]=[CH:30][C:29]([OH:32])=[C:28]([OH:33])[CH:27]=1. Given the reactants C(O)(=O)/C=C/C(O)=O.[CH:9]1[C:14]([CH2:15][C@H:16]([NH2:20])[C:17]([OH:19])=[O:18])=[CH:13][C:12]([OH:21])=[C:11]([OH:22])[CH:10]=1.[CH3:23][C@@:24]([NH:37][NH2:38])([C:34]([OH:36])=[O:35])[CH2:25][C:26]1[CH:31]=[CH:30][C:29]([OH:32])=[C:28]([OH:33])[CH:27]=1.O, predict the reaction product. (3) Given the reactants [CH2:1]=[C:2]([C:4]1[C:5]([NH2:20])=[C:6]([C:17]([CH3:19])=[CH2:18])[C:7]2[O:16][C:11]3=[N:12][CH:13]=[CH:14][CH:15]=[C:10]3[C:8]=2[CH:9]=1)[CH3:3].[H][H], predict the reaction product. The product is: [CH:2]([C:4]1[C:5]([NH2:20])=[C:6]([CH:17]([CH3:19])[CH3:18])[C:7]2[O:16][C:11]3=[N:12][CH:13]=[CH:14][CH:15]=[C:10]3[C:8]=2[CH:9]=1)([CH3:3])[CH3:1]. (4) Given the reactants C(O[BH-](OC(=O)C)OC(=O)C)(=O)C.[Na+].[CH2:15]([O:17][C:18]([C:20]1[CH2:24][CH2:23][CH2:22][C:21]=1[NH:25][CH2:26][C:27]1[CH:32]=[CH:31][C:30]([F:33])=[CH:29][CH:28]=1)=[O:19])[CH3:16].Cl.[OH-].[Na+], predict the reaction product. The product is: [CH2:15]([O:17][C:18]([CH:20]1[CH2:24][CH2:23][CH2:22][CH:21]1[NH:25][CH2:26][C:27]1[CH:28]=[CH:29][C:30]([F:33])=[CH:31][CH:32]=1)=[O:19])[CH3:16].[CH2:15]([O:17][C:18]([C@@H:20]1[CH2:24][CH2:23][CH2:22][C@@H:21]1[NH:25][CH2:26][C:27]1[CH:28]=[CH:29][C:30]([F:33])=[CH:31][CH:32]=1)=[O:19])[CH3:16]. (5) Given the reactants [C:1]([N:9]1[C:14](=[O:15])[C:13]([I:16])=[CH:12][NH:11][C:10]1=[O:17])(=[O:8])[C:2]1[CH:7]=[CH:6][CH:5]=[CH:4][CH:3]=1.C([O-])([O-])=O.[K+].[K+].Br[CH2:25][CH2:26][CH2:27][CH2:28][Cl:29].O, predict the reaction product. The product is: [C:1]([N:9]1[C:14](=[O:15])[C:13]([I:16])=[CH:12][N:11]([CH2:25][CH2:26][CH2:27][CH2:28][Cl:29])[C:10]1=[O:17])(=[O:8])[C:2]1[CH:7]=[CH:6][CH:5]=[CH:4][CH:3]=1. (6) The product is: [Br:1][CH:2]([CH2:6][CH3:7])[C:3]([N:8]1[CH2:13][CH2:12][O:11][CH2:10][CH2:9]1)=[O:4]. Given the reactants [Br:1][CH:2]([CH2:6][CH3:7])[C:3](O)=[O:4].[NH:8]1[CH2:13][CH2:12][O:11][CH2:10][CH2:9]1.Cl.C(N=C=NCCCN(C)C)C.OC1C2NN=NC=2C=CC=1, predict the reaction product. (7) Given the reactants [CH2:1]([C:3]1[C:8]([CH2:9][CH:10]=O)=[CH:7][CH:6]=[CH:5][C:4]=1[C:12]1[S:16][C:15]([C:17]2[CH:18]=[CH:19][C:20]([O:25][CH:26]([CH3:28])[CH3:27])=[C:21]([CH:24]=2)[C:22]#[N:23])=[N:14][CH:13]=1)[CH3:2].[NH2:29][CH2:30]CC(OCC)=O.[C:47]([O:46][BH-]([O:46][C:47](=[O:49])[CH3:48])[O:46][C:47](=[O:49])[CH3:48])(=[O:49])[CH3:48].[Na+].[CH2:51]=O, predict the reaction product. The product is: [C:22]([C:21]1[CH:24]=[C:17]([C:15]2[S:16][C:12]([C:4]3[C:3]([CH2:1][CH3:2])=[C:8]([CH2:9][CH2:10][N:29]([CH3:30])[CH2:51][CH2:48][C:47]([OH:46])=[O:49])[CH:7]=[CH:6][CH:5]=3)=[CH:13][N:14]=2)[CH:18]=[CH:19][C:20]=1[O:25][CH:26]([CH3:27])[CH3:28])#[N:23].